Task: Regression/Classification. Given a drug SMILES string, predict its absorption, distribution, metabolism, or excretion properties. Task type varies by dataset: regression for continuous measurements (e.g., permeability, clearance, half-life) or binary classification for categorical outcomes (e.g., BBB penetration, CYP inhibition). Dataset: cyp2d6_veith.. Dataset: CYP2D6 inhibition data for predicting drug metabolism from PubChem BioAssay (1) The drug is CCCCCCCC/C=C\CCCCCCCC(=O)NCc1ccc(O)c(OC)c1. The result is 1 (inhibitor). (2) The drug is O=C(Nc1cccc(F)c1)N1CCC2(CC1)CCN(C(=O)c1csnn1)CC2. The result is 0 (non-inhibitor). (3) The compound is CC(C)NC(=O)c1noc2cc([N+](=O)[O-])ccc12. The result is 0 (non-inhibitor). (4) The molecule is CN(C)CCSS(=O)(=O)O. The result is 0 (non-inhibitor). (5) The compound is CC(=O)OC[C@@H]1O[C@@H](O/N=C2/C[C@@H](O)[C@@H](O)[C@H]3[C@@H]2CC[C@@H]2C(=O)N(C4CCCCC4)C(=O)[C@H]23)[C@H](OC(C)=O)[C@H](OC(C)=O)[C@@H]1OC(C)=O. The result is 1 (inhibitor). (6) The molecule is C[C@@H](C(=O)Nc1ccc2ccccc2c1)[C@@H]1C[C@@]1(C)[C@@H](NC(=O)c1ccccc1)c1ccccc1. The result is 0 (non-inhibitor).